Dataset: NCI-60 drug combinations with 297,098 pairs across 59 cell lines. Task: Regression. Given two drug SMILES strings and cell line genomic features, predict the synergy score measuring deviation from expected non-interaction effect. (1) Cell line: EKVX. Drug 1: C1CN(CCN1C(=O)CCBr)C(=O)CCBr. Synergy scores: CSS=0.808, Synergy_ZIP=-3.23, Synergy_Bliss=-5.63, Synergy_Loewe=-5.29, Synergy_HSA=-4.55. Drug 2: C1=NNC2=C1C(=O)NC=N2. (2) Drug 1: CN(C(=O)NC(C=O)C(C(C(CO)O)O)O)N=O. Drug 2: CCC1(C2=C(COC1=O)C(=O)N3CC4=CC5=C(C=CC(=C5CN(C)C)O)N=C4C3=C2)O.Cl. Cell line: LOX IMVI. Synergy scores: CSS=9.98, Synergy_ZIP=-18.4, Synergy_Bliss=-35.1, Synergy_Loewe=-49.1, Synergy_HSA=-29.2.